Dataset: Reaction yield outcomes from USPTO patents with 853,638 reactions. Task: Predict the reaction yield, written as a fraction of the theoretical maximum amount of product (1.0 means a 100% yield; for example, 0.34 means a 34% yield). (1) The reactants are Br[C:2]1[CH:42]=[CH:41][C:5]([O:6][C@H:7]2[CH2:12][CH2:11][C@H:10]([N:13]3[C:18](=[O:19])[C:17]([CH2:20][C:21]4[CH:26]=[CH:25][C:24]([C:27]5[C:28]([C:33]#[N:34])=[CH:29][CH:30]=[CH:31][CH:32]=5)=[CH:23][CH:22]=4)=[C:16]([CH2:35][CH2:36][CH3:37])[N:15]4[N:38]=[CH:39][N:40]=[C:14]34)[CH2:9][CH2:8]2)=[CH:4][CH:3]=1.C([Sn](CCCC)([C:53]([O:55]CC)=[CH2:54])CCCCC)CCC.[F-].[K+]. The catalyst is Cl[Pd](Cl)([P](C1C=CC=CC=1)(C1C=CC=CC=1)C1C=CC=CC=1)[P](C1C=CC=CC=1)(C1C=CC=CC=1)C1C=CC=CC=1.O1CCCC1. The product is [C:53]([C:2]1[CH:42]=[CH:41][C:5]([O:6][C@H:7]2[CH2:8][CH2:9][C@H:10]([N:13]3[C:18](=[O:19])[C:17]([CH2:20][C:21]4[CH:26]=[CH:25][C:24]([C:27]5[C:28]([C:33]#[N:34])=[CH:29][CH:30]=[CH:31][CH:32]=5)=[CH:23][CH:22]=4)=[C:16]([CH2:35][CH2:36][CH3:37])[N:15]4[N:38]=[CH:39][N:40]=[C:14]34)[CH2:11][CH2:12]2)=[CH:4][CH:3]=1)(=[O:55])[CH3:54]. The yield is 0.620. (2) The reactants are [CH3:1][O:2][C:3](=[O:37])[CH:4]=[CH:5][CH:6]1[CH:13]2[CH:9]([O:10][CH:11]([CH:14]=[CH:15][C:16]3[CH:21]=[CH:20][CH:19]=[CH:18][CH:17]=3)[O:12]2)[CH:8]([N:22]2[CH:30]=[N:29][C:28]3[C:23]2=[N:24][CH:25]=[N:26][C:27]=3[NH:31][C:32]([NH:34][CH2:35][CH3:36])=[O:33])[O:7]1.[BH4-].[Na+]. The catalyst is CO.O.S([O-])([O-])(=O)=O.[Cu+2]. The product is [CH3:1][O:2][C:3](=[O:37])[CH2:4][CH2:5][CH:6]1[CH:13]2[CH:9]([O:10][CH:11]([CH:14]=[CH:15][C:16]3[CH:17]=[CH:18][CH:19]=[CH:20][CH:21]=3)[O:12]2)[CH:8]([N:22]2[CH:30]=[N:29][C:28]3[C:23]2=[N:24][CH:25]=[N:26][C:27]=3[NH:31][C:32]([NH:34][CH2:35][CH3:36])=[O:33])[O:7]1. The yield is 0.500. (3) The reactants are [Br:1][C:2]1[CH:3]=[N:4][C:5](I)=[N:6][CH:7]=1.[F:9][C:10]1[CH:15]=[CH:14][CH:13]=[CH:12][C:11]=1B(O)O.C([O-])([O-])=O.[K+].[K+]. The catalyst is O1CCOCC1.C1C=CC([P]([Pd]([P](C2C=CC=CC=2)(C2C=CC=CC=2)C2C=CC=CC=2)([P](C2C=CC=CC=2)(C2C=CC=CC=2)C2C=CC=CC=2)[P](C2C=CC=CC=2)(C2C=CC=CC=2)C2C=CC=CC=2)(C2C=CC=CC=2)C2C=CC=CC=2)=CC=1. The product is [Br:1][C:2]1[CH:3]=[N:4][C:5]([C:11]2[CH:12]=[CH:13][CH:14]=[CH:15][C:10]=2[F:9])=[N:6][CH:7]=1. The yield is 0.560. (4) The reactants are [Br:1][C:2]1[CH:6]=[C:5]([CH:7]=O)[O:4][C:3]=1[C:9]1[O:13][N:12]=[C:11]([C:14]2[CH:19]=[CH:18][C:17]([Cl:20])=[CH:16][CH:15]=2)[N:10]=1.C([BH3-])#N.[Na+].C(O)(=O)C.[NH:29]1[CH2:34][CH2:33][O:32][CH2:31][CH2:30]1. The catalyst is CO. The product is [Br:1][C:2]1[CH:6]=[C:5]([CH2:7][N:29]2[CH2:34][CH2:33][O:32][CH2:31][CH2:30]2)[O:4][C:3]=1[C:9]1[O:13][N:12]=[C:11]([C:14]2[CH:15]=[CH:16][C:17]([Cl:20])=[CH:18][CH:19]=2)[N:10]=1. The yield is 0.170. (5) The product is [OH:19][C:17]1([C@H:5]2[CH2:4][O:3][C:2]([CH3:1])([CH3:21])[N:6]2[C:7]([O:9][CH2:10][C:11]2[CH:12]=[CH:13][CH:14]=[CH:15][CH:16]=2)=[O:8])[CH2:23][CH2:22]1. The catalyst is C1COCC1.CCOCC.CC(C)[O-].[Ti+4].CC(C)[O-].CC(C)[O-].CC(C)[O-]. The yield is 0.560. The reactants are [CH3:1][C:2]1([CH3:21])[N:6]([C:7]([O:9][CH2:10][C:11]2[CH:16]=[CH:15][CH:14]=[CH:13][CH:12]=2)=[O:8])[C@@H:5]([C:17]([O:19]C)=O)[CH2:4][O:3]1.[CH3:22][CH2:23][Mg+].[Br-]. (6) The reactants are C([O:8][C:9]1[CH:10]=[C:11]([N+:29]([O-])=O)[C:12]([CH2:26][CH2:27][Cl:28])=[C:13]2[C:17]=1[NH:16][C:15]([C:18]([O:20][CH3:21])=[O:19])=[C:14]2[C:22]([O:24][CH3:25])=[O:23])C1C=CC=CC=1.C(OC1C=C([N+]([O-])=O)C(Cl)=CC=1N)C1C=CC=CC=1.CCN=C=NCCCN(C)C.[CH3:62][O:63][C:64]1[CH:65]=[C:66]2[C:70](=[C:71]([O:75][CH3:76])[C:72]=1[O:73][CH3:74])[NH:69][C:68]([C:77](O)=[O:78])=[CH:67]2. The catalyst is [Pd].C1COCC1. The product is [Cl:28][CH2:27][CH2:26][C:12]1[C:11]([NH:29][C:77]([C:68]2[NH:69][C:70]3[C:66]([CH:67]=2)=[CH:65][C:64]([O:63][CH3:62])=[C:72]([O:73][CH3:74])[C:71]=3[O:75][CH3:76])=[O:78])=[CH:10][C:9]([OH:8])=[C:17]2[C:13]=1[C:14]([C:22]([O:24][CH3:25])=[O:23])=[C:15]([C:18]([O:20][CH3:21])=[O:19])[NH:16]2. The yield is 0.200. (7) The reactants are [CH2:1]([NH:3][C:4]1[N:9]=[C:8]([NH2:10])[C:7]([O:11][C:12]2[CH:17]=[CH:16][C:15]([O:18][CH3:19])=[CH:14][C:13]=2[CH:20]([CH3:22])[CH3:21])=[CH:6][N:5]=1)[CH3:2].[CH3:23][S:24](O[S:24]([CH3:23])(=[O:26])=[O:25])(=[O:26])=[O:25].FC(F)(F)S(O)(=O)=O.C([O-])(O)=O.[Na+]. No catalyst specified. The product is [CH2:1]([NH:3][C:4]1[N:9]=[C:8]([NH2:10])[C:7]([O:11][C:12]2[CH:17]=[C:16]([S:24]([CH3:23])(=[O:26])=[O:25])[C:15]([O:18][CH3:19])=[CH:14][C:13]=2[CH:20]([CH3:21])[CH3:22])=[CH:6][N:5]=1)[CH3:2]. The yield is 0.230. (8) The reactants are [Cl:1][C:2]1[CH:3]=[C:4]([CH:8]2[C:12]([C:15]3[CH:20]=[CH:19][C:18]([Cl:21])=[CH:17][CH:16]=3)([C:13]#[N:14])[CH:11]([CH2:22][C:23]([CH3:26])([CH3:25])[CH3:24])[NH:10][CH:9]2[C:27]([OH:29])=O)[CH:5]=[CH:6][CH:7]=1.CC1(C)[O:35][C@@H:34]([CH2:36][CH2:37][NH2:38])[CH2:33][O:32]1.CN(C(ON1N=NC2C=CC=NC1=2)=[N+](C)C)C.F[P-](F)(F)(F)(F)F.CCN(C(C)C)C(C)C. The catalyst is C(Cl)Cl. The product is [OH:35][C@H:34]([CH2:33][OH:32])[CH2:36][CH2:37][NH:38][C:27]([CH:9]1[CH:8]([C:4]2[CH:5]=[CH:6][CH:7]=[C:2]([Cl:1])[CH:3]=2)[C:12]([C:15]2[CH:20]=[CH:19][C:18]([Cl:21])=[CH:17][CH:16]=2)([C:13]#[N:14])[CH:11]([CH2:22][C:23]([CH3:25])([CH3:24])[CH3:26])[NH:10]1)=[O:29]. The yield is 0.867.